From a dataset of Reaction yield outcomes from USPTO patents with 853,638 reactions. Predict the reaction yield, written as a fraction of the theoretical maximum amount of product (1.0 means a 100% yield; for example, 0.34 means a 34% yield). (1) The reactants are [CH3:1][C:2]1[O:6][N:5]=[C:4]([C:7]2[CH:12]=[CH:11][CH:10]=[CH:9][CH:8]=2)[C:3]=1[CH2:13][O:14][C:15]1[CH:23]=[CH:22][C:18]([C:19]([OH:21])=O)=[CH:17][N:16]=1.[CH2:24]([CH2:26][NH2:27])[OH:25]. No catalyst specified. The product is [OH:25][CH2:24][CH2:26][NH:27][C:19](=[O:21])[C:18]1[CH:22]=[CH:23][C:15]([O:14][CH2:13][C:3]2[C:4]([C:7]3[CH:8]=[CH:9][CH:10]=[CH:11][CH:12]=3)=[N:5][O:6][C:2]=2[CH3:1])=[N:16][CH:17]=1. The yield is 0.810. (2) The reactants are Cl[C:2]1[C:14]2[C:13]3[C:8](=[CH:9][CH:10]=[CH:11][CH:12]=3)[NH:7][C:6]=2[N:5]=[C:4]([NH:15][C:16](=[O:21])[C:17]([CH3:20])([CH3:19])[CH3:18])[N:3]=1.[Br:22][C:23]1[CH:24]=[C:25]([CH:27]=[CH:28][CH:29]=1)[NH2:26]. No catalyst specified. The product is [Br:22][C:23]1[CH:24]=[C:25]([NH:26][C:2]2[C:14]3[C:13]4[C:8](=[CH:9][CH:10]=[CH:11][CH:12]=4)[NH:7][C:6]=3[N:5]=[C:4]([NH:15][C:16](=[O:21])[C:17]([CH3:20])([CH3:19])[CH3:18])[N:3]=2)[CH:27]=[CH:28][CH:29]=1. The yield is 0.800. (3) The reactants are [CH:1]1([N:6]2[C:11]3=[N:12][C:13](S(C)=O)=[N:14][CH:15]=[C:10]3[CH2:9][N:8]([C:19]3[C:24]([F:25])=[C:23]([O:26][CH3:27])[CH:22]=[C:21]([O:28][CH3:29])[C:20]=3[F:30])[C:7]2=[O:31])[CH2:5][CH2:4][CH2:3][CH2:2]1.[NH2:32][C@H:33]1[CH2:38][CH2:37][C@H:36]([OH:39])[CH2:35][CH2:34]1. No catalyst specified. The product is [CH:1]1([N:6]2[C:11]3=[N:12][C:13]([NH:32][CH:33]4[CH2:38][CH2:37][CH:36]([OH:39])[CH2:35][CH2:34]4)=[N:14][CH:15]=[C:10]3[CH2:9][N:8]([C:19]3[C:24]([F:25])=[C:23]([O:26][CH3:27])[CH:22]=[C:21]([O:28][CH3:29])[C:20]=3[F:30])[C:7]2=[O:31])[CH2:5][CH2:4][CH2:3][CH2:2]1. The yield is 0.880. (4) The reactants are [CH3:1][O:2][C:3]([CH2:5][C:6]([CH2:8][C:9]([O:11][CH3:12])=[O:10])=O)=[O:4].O[CH:14]1[CH2:19]SC(O)C[S:15]1.[Br-].[Li+]. The catalyst is O1CCOCC1. The product is [CH3:1][O:2][C:3]([CH2:5][C:6]1[S:15][CH:14]=[CH:19][C:8]=1[C:9]([O:11][CH3:12])=[O:10])=[O:4]. The yield is 0.490. (5) The reactants are [Cl:1][C:2]1[CH:10]=[C:6]([C:7]([OH:9])=O)[C:5]([OH:11])=[CH:4][CH:3]=1.[F:12][C:13]([F:27])([F:26])[C:14]1[C:15]([Br:25])=[C:16]([CH:18]=[C:19]([C:21]([F:24])([F:23])[F:22])[CH:20]=1)[NH2:17]. No catalyst specified. The product is [F:26][C:13]([F:12])([F:27])[C:14]1[C:15]([Br:25])=[C:16]([NH:17][C:7](=[O:9])[C:6]2[CH:10]=[C:2]([Cl:1])[CH:3]=[CH:4][C:5]=2[OH:11])[CH:18]=[C:19]([C:21]([F:24])([F:23])[F:22])[CH:20]=1. The yield is 0.145. (6) The reactants are [Si](O[CH2:9][C@H:10]([CH2:26][CH2:27][CH2:28][O:29]S(C)(=O)=O)[CH2:11][C@H:12]1[CH2:16][O:15][C:14]([CH3:18])([CH3:17])[N:13]1[C:19]([O:21][C:22]([CH3:25])([CH3:24])[CH3:23])=[O:20])(C(C)(C)C)(C)C.O.[F-].C([N+](CC)(CC)CC)C. The catalyst is C1COCC1.CCOC(C)=O. The product is [CH3:17][C:14]1([CH3:18])[N:13]([C:19]([O:21][C:22]([CH3:23])([CH3:24])[CH3:25])=[O:20])[C@@H:12]([CH2:11][C@H:10]2[CH2:26][CH2:27][CH2:28][O:29][CH2:9]2)[CH2:16][O:15]1. The yield is 0.540. (7) The reactants are [Cl:1][C:2]1[N:7]=[C:6]([Cl:8])[N:5]=[C:4](Cl)[N:3]=1.[CH3:10][Mg]Br. The catalyst is C(Cl)Cl. The product is [Cl:1][C:2]1[N:7]=[C:6]([Cl:8])[N:5]=[C:4]([CH3:10])[N:3]=1. The yield is 0.790. (8) The reactants are [O:1]1[C:5]2([CH2:10][CH2:9][CH:8]([OH:11])[CH2:7][CH2:6]2)[O:4][CH2:3][CH2:2]1.[C:12]1(O)[CH:17]=[CH:16][CH:15]=[CH:14][CH:13]=1.C1C=CC(P(C2C=CC=CC=2)C2C=CC=CC=2)=CC=1.N(C(OC(C)C)=O)=NC(OC(C)C)=O. The catalyst is C1COCC1. The product is [O:11]([CH:8]1[CH2:9][CH2:10][C:5]2([O:4][CH2:3][CH2:2][O:1]2)[CH2:6][CH2:7]1)[C:12]1[CH:17]=[CH:16][CH:15]=[CH:14][CH:13]=1. The yield is 0.520.